Dataset: Full USPTO retrosynthesis dataset with 1.9M reactions from patents (1976-2016). Task: Predict the reactants needed to synthesize the given product. (1) Given the product [F:17][C:13]1[CH:12]=[C:11]2[C:16]([C:8]([C:5]3[CH:4]=[CH:3][C:2]([N:28]([CH3:29])[CH3:27])=[N:7][CH:6]=3)=[CH:9][N:10]2[S:18]([C:21]2[CH:26]=[CH:25][CH:24]=[CH:23][CH:22]=2)(=[O:20])=[O:19])=[CH:15][CH:14]=1, predict the reactants needed to synthesize it. The reactants are: Cl[C:2]1[N:7]=[CH:6][C:5]([C:8]2[C:16]3[C:11](=[CH:12][C:13]([F:17])=[CH:14][CH:15]=3)[N:10]([S:18]([C:21]3[CH:26]=[CH:25][CH:24]=[CH:23][CH:22]=3)(=[O:20])=[O:19])[CH:9]=2)=[CH:4][CH:3]=1.[CH3:27][NH:28][CH3:29]. (2) Given the product [Br:16][C:13]1[S:12][C:7]([N:3]([CH3:1])[CH3:4])=[N:15][CH:14]=1, predict the reactants needed to synthesize it. The reactants are: [CH2:1]([N:3]([CH:7](C)C)[CH:4](C)C)C.BrC1[S:12][C:13]([Br:16])=[CH:14][N:15]=1.CNC. (3) Given the product [F:1][C:2]1[CH:3]=[C:4]2[C:9](=[CH:10][CH:11]=1)[N:8]([CH2:12][CH2:13][CH2:14][NH:17][CH2:18][C@@H:19]1[CH2:23][N:22]([C:24]3[CH:25]=[CH:26][C:27]4[O:28][CH2:29][C:30](=[O:34])[NH:31][C:32]=4[N:33]=3)[C:21](=[O:35])[CH2:20]1)[C:7](=[O:16])[CH:6]=[N:5]2, predict the reactants needed to synthesize it. The reactants are: [F:1][C:2]1[CH:3]=[C:4]2[C:9](=[CH:10][CH:11]=1)[N:8]([CH2:12][CH2:13][CH:14]=O)[C:7](=[O:16])[CH:6]=[N:5]2.[NH2:17][CH2:18][C@@H:19]1[CH2:23][N:22]([C:24]2[CH:25]=[CH:26][C:27]3[O:28][CH2:29][C:30](=[O:34])[NH:31][C:32]=3[N:33]=2)[C:21](=[O:35])[CH2:20]1.C(O[BH-](OC(=O)C)OC(=O)C)(=O)C.[Na+].C(=O)([O-])O.[Na+]. (4) Given the product [CH2:22]([O:24][C:25]([C:27]1([C:30]2[CH:35]=[CH:34][C:33]([C:16]3[CH:17]=[CH:18][C:13]([C:12]4[O:11][N:10]=[C:9]([CH3:20])[C:8]=4[NH:7][C:6]([O:5][CH2:4][CH:1]4[CH2:3][CH2:2]4)=[O:21])=[CH:14][CH:15]=3)=[CH:32][CH:31]=2)[CH2:28][CH2:29]1)=[O:26])[CH3:23], predict the reactants needed to synthesize it. The reactants are: [CH:1]1([CH2:4][O:5][C:6](=[O:21])[NH:7][C:8]2[C:9]([CH3:20])=[N:10][O:11][C:12]=2[C:13]2[CH:18]=[CH:17][C:16](Br)=[CH:15][CH:14]=2)[CH2:3][CH2:2]1.[CH2:22]([O:24][C:25]([C:27]1([C:30]2[CH:35]=[CH:34][C:33](B3OC(C)(C)C(C)(C)O3)=[CH:32][CH:31]=2)[CH2:29][CH2:28]1)=[O:26])[CH3:23]. (5) Given the product [Cl:1][C:2]1[CH:7]=[CH:6][CH:5]=[CH:4][C:3]=1[C:8]1[CH:19]=[C:18]2[C:14]([CH:15]=[CH:16][N:17]2[CH2:20][CH2:21][O:22][CH2:23][CH2:24][O:25][CH2:26][CH3:27])=[C:13]2[C:9]=1[C:10](=[O:29])[NH:11][C:12]2=[O:28], predict the reactants needed to synthesize it. The reactants are: [Cl:1][C:2]1[CH:7]=[CH:6][CH:5]=[CH:4][C:3]=1[CH:8]1[CH2:19][C:18]2[N:17]([CH2:20][CH2:21][O:22][CH2:23][CH2:24][O:25][CH2:26][CH3:27])[CH:16]=[CH:15][C:14]=2[CH:13]2[CH:9]1[C:10](=[O:29])[NH:11][C:12]2=[O:28]. (6) Given the product [Br:38][C:39]1[CH:40]=[C:41]([CH:42]=[CH:12][C:11]2[CH:32]=[CH:33][C:8]([O:7][CH2:6][C:5]([O:4][CH2:2][CH3:3])=[O:35])=[C:9]([CH3:34])[CH:10]=2)[CH:44]=[CH:45][CH:46]=1, predict the reactants needed to synthesize it. The reactants are: [Cl-].[CH2:2]([O:4][C:5](=[O:35])[CH2:6][O:7][C:8]1[CH:33]=[CH:32][C:11]([CH2:12][P+](C2C=CC=CC=2)(C2C=CC=CC=2)C2C=CC=CC=2)=[CH:10][C:9]=1[CH3:34])[CH3:3].[H-].[Na+].[Br:38][C:39]1[CH:40]=[C:41]([CH:44]=[CH:45][CH:46]=1)[CH:42]=O. (7) Given the product [C:5]([Cl:3])(=[O:22])[CH2:6][CH2:7][CH2:8][CH2:9][CH2:10][CH2:11][CH2:12]/[CH:13]=[CH:14]\[CH2:15][CH2:16][CH2:17][CH2:18][CH2:19][CH3:20], predict the reactants needed to synthesize it. The reactants are: S(Cl)([Cl:3])=O.[C:5]([OH:22])(=O)[CH2:6][CH2:7][CH2:8][CH2:9][CH2:10][CH2:11][CH2:12]/[CH:13]=[CH:14]\[CH2:15][CH2:16][CH2:17][CH2:18][CH2:19][CH3:20]. (8) Given the product [Cl:25][CH2:24][C:3](=[O:22])[C@@H:4]([NH:14][C:15](=[O:16])[O:17][C:18]([CH3:19])([CH3:20])[CH3:21])[CH2:5][C:6]1[CH:7]=[C:8]([F:13])[CH:9]=[C:10]([F:12])[CH:11]=1, predict the reactants needed to synthesize it. The reactants are: CO[C:3](=[O:22])[C@@H:4]([NH:14][C:15]([O:17][C:18]([CH3:21])([CH3:20])[CH3:19])=[O:16])[CH2:5][C:6]1[CH:11]=[C:10]([F:12])[CH:9]=[C:8]([F:13])[CH:7]=1.I[CH2:24][Cl:25].[Li+].CC([N-]C(C)C)C.C(O)(=O)C. (9) Given the product [N:22]1([CH2:2][CH2:3][CH2:4][O:5][C:6]2[CH:11]=[CH:10][C:9]([C:12]3[N:13]=[C:14]4[C:19]([CH3:20])=[CH:18][CH:17]=[CH:16][N:15]4[CH:21]=3)=[CH:8][CH:7]=2)[CH2:27][CH2:26][CH2:25][CH2:24][CH2:23]1, predict the reactants needed to synthesize it. The reactants are: Cl[CH2:2][CH2:3][CH2:4][O:5][C:6]1[CH:11]=[CH:10][C:9]([C:12]2[N:13]=[C:14]3[C:19]([CH3:20])=[CH:18][CH:17]=[CH:16][N:15]3[CH:21]=2)=[CH:8][CH:7]=1.[NH:22]1[CH2:27][CH2:26][CH2:25][CH2:24][CH2:23]1.C(NCCCC)CCC. (10) Given the product [Cl:9][C:10]1[S:14][C:13]([S:15]([NH:18][C@H:19]([C@H:24]([CH:8]2[CH2:7][CH2:6][CH2:5][CH:4]=[CH:3]2)[OH:25])[C@@H:20]([CH3:21])[CH2:22][CH3:23])(=[O:17])=[O:16])=[CH:12][CH:11]=1, predict the reactants needed to synthesize it. The reactants are: [Mg].Br[C:3]1[CH2:8][CH2:7][CH2:6][CH2:5][CH:4]=1.[Cl:9][C:10]1[S:14][C:13]([S:15]([NH:18][C@H:19]([CH:24]=[O:25])[C@H:20]([CH2:22][CH3:23])[CH3:21])(=[O:17])=[O:16])=[CH:12][CH:11]=1.[NH4+].[Cl-].